Dataset: Full USPTO retrosynthesis dataset with 1.9M reactions from patents (1976-2016). Task: Predict the reactants needed to synthesize the given product. (1) Given the product [CH3:11][C:12]1[C:17]([CH3:18])=[CH:16][CH:15]=[CH:14][C:13]=1[N:19]=[C:20]1[N:7]([CH2:6][CH:2]2[CH2:5][CH2:4][CH2:3]2)[CH2:8][CH2:9][S:21]1, predict the reactants needed to synthesize it. The reactants are: [Cl-].[CH:2]1([CH2:6][NH2+:7][CH2:8][CH2:9]Cl)[CH2:5][CH2:4][CH2:3]1.[CH3:11][C:12]1[C:17]([CH3:18])=[CH:16][CH:15]=[CH:14][C:13]=1[N:19]=[C:20]=[S:21]. (2) The reactants are: CC([Si](C)(C)[O:6][C@@H:7]1[CH2:11][N:10]([C:12]([O:14][C:15]([CH3:18])([CH3:17])[CH3:16])=[O:13])[C@@H:9]([CH2:19][O:20][C:21]2[CH:26]=[CH:25][CH:24]=[CH:23][CH:22]=2)[CH2:8]1)(C)C.CCCC[N+](CCCC)(CCCC)CCCC.[F-]. Given the product [OH:6][C@@H:7]1[CH2:11][N:10]([C:12]([O:14][C:15]([CH3:17])([CH3:18])[CH3:16])=[O:13])[C@@H:9]([CH2:19][O:20][C:21]2[CH:22]=[CH:23][CH:24]=[CH:25][CH:26]=2)[CH2:8]1, predict the reactants needed to synthesize it. (3) Given the product [CH2:31]([N:10]([CH2:9][CH:6]1[CH2:5][CH2:4][CH:3]([CH2:2][NH:1][C:45]([NH:44][C:38]2[CH:43]=[CH:42][CH:41]=[CH:40][CH:39]=2)=[O:46])[CH2:8][CH2:7]1)[S:11]([NH:14][C:15](=[O:30])[C:16]1[CH:17]=[C:18]([C:26]([F:27])([F:28])[F:29])[CH:19]=[C:20]([C:22]([F:23])([F:24])[F:25])[CH:21]=1)(=[O:12])=[O:13])[C:32]1[CH:37]=[CH:36][CH:35]=[CH:34][CH:33]=1, predict the reactants needed to synthesize it. The reactants are: [NH2:1][CH2:2][CH:3]1[CH2:8][CH2:7][CH:6]([CH2:9][N:10]([CH2:31][C:32]2[CH:37]=[CH:36][CH:35]=[CH:34][CH:33]=2)[S:11]([NH:14][C:15](=[O:30])[C:16]2[CH:21]=[C:20]([C:22]([F:25])([F:24])[F:23])[CH:19]=[C:18]([C:26]([F:29])([F:28])[F:27])[CH:17]=2)(=[O:13])=[O:12])[CH2:5][CH2:4]1.[C:38]1([N:44]=[C:45]=[O:46])[CH:43]=[CH:42][CH:41]=[CH:40][CH:39]=1. (4) Given the product [CH2:1]([C:5]1[C:6]([CH3:11])=[N+:7]([O-:12])[CH:8]=[CH:9][CH:10]=1)[CH:2]([CH3:4])[CH3:3], predict the reactants needed to synthesize it. The reactants are: [CH2:1]([C:5]1[C:6]([CH3:11])=[N:7][CH:8]=[CH:9][CH:10]=1)[CH:2]([CH3:4])[CH3:3].[OH:12]O. (5) Given the product [OH:2][C:3]1[CH:4]=[C:5]2[C:14]3[C:15](=[C:17]4[C:22](=[N:23][C:13]=3[C:12]3[CH:11]=[CH:10][CH:9]=[CH:8][C:7]=3[N:6]2[CH3:24])[CH:21]=[CH:20][CH:19]=[CH:18]4)[CH:16]=1, predict the reactants needed to synthesize it. The reactants are: C[O:2][C:3]1[CH:4]=[C:5]2[C:14]3[C:15](=[C:17]4[C:22](=[N:23][C:13]=3[C:12]3[CH:11]=[CH:10][CH:9]=[CH:8][C:7]=3[N:6]2[CH3:24])[CH:21]=[CH:20][CH:19]=[CH:18]4)[CH:16]=1.C1C=CC=CC=1.CO.C(=O)([O-])O.[Na+]. (6) Given the product [C:20]([CH2:21][NH:17][C:10]([N:12]1[CH:16]=[CH:15][N:14]=[CH:13]1)=[O:11])#[N:19], predict the reactants needed to synthesize it. The reactants are: S(=O)(=O)(O)O.NCC#N.[C:10]([N:17]1[CH:21]=[CH:20][N:19]=C1)([N:12]1[CH:16]=[CH:15][N:14]=[CH:13]1)=[O:11].CN(C)C=O.